Regression. Given a peptide amino acid sequence and an MHC pseudo amino acid sequence, predict their binding affinity value. This is MHC class I binding data. From a dataset of Peptide-MHC class I binding affinity with 185,985 pairs from IEDB/IMGT. (1) The binding affinity (normalized) is 0.983. The peptide sequence is FANHAFTLV. The MHC is HLA-A02:06 with pseudo-sequence HLA-A02:06. (2) The peptide sequence is FLILCSVLL. The binding affinity (normalized) is 0.0847. The MHC is HLA-A31:01 with pseudo-sequence HLA-A31:01. (3) The peptide sequence is AQFSPQYL. The MHC is HLA-A02:02 with pseudo-sequence HLA-A02:02. The binding affinity (normalized) is 0.324. (4) The peptide sequence is YTVKGPNL. The MHC is H-2-Kb with pseudo-sequence H-2-Kb. The binding affinity (normalized) is 0.367. (5) The binding affinity (normalized) is 0.0847. The peptide sequence is ETAWPFFYA. The MHC is HLA-B40:01 with pseudo-sequence HLA-B40:01. (6) The peptide sequence is YLRQRQVAL. The MHC is HLA-B35:01 with pseudo-sequence HLA-B35:01. The binding affinity (normalized) is 0.0847. (7) The MHC is HLA-B40:01 with pseudo-sequence HLA-B40:01. The peptide sequence is VVNYDNSTK. The binding affinity (normalized) is 0.0847.